Dataset: Catalyst prediction with 721,799 reactions and 888 catalyst types from USPTO. Task: Predict which catalyst facilitates the given reaction. Reactant: C[Si](C)(C)N[Si](C)(C)C.C([Li])CCC.[Si:15]([O:22][C:23]1[CH:28]=[CH:27][C:26]([C:29](=[O:31])[CH3:30])=[CH:25][C:24]=1[CH2:32][CH3:33])([C:18]([CH3:21])([CH3:20])[CH3:19])([CH3:17])[CH3:16].[F:34][C:35]([F:44])([F:43])[C:36](N1C=CN=C1)=[O:37]. Product: [Si:15]([O:22][C:23]1[CH:28]=[CH:27][C:26]([C:29](=[O:31])[CH2:30][C:36](=[O:37])[C:35]([F:44])([F:43])[F:34])=[CH:25][C:24]=1[CH2:32][CH3:33])([C:18]([CH3:21])([CH3:20])[CH3:19])([CH3:16])[CH3:17]. The catalyst class is: 1.